This data is from Reaction yield outcomes from USPTO patents with 853,638 reactions. The task is: Predict the reaction yield, written as a fraction of the theoretical maximum amount of product (1.0 means a 100% yield; for example, 0.34 means a 34% yield). (1) The reactants are C([O-])([O-])=O.[Cs+].[Cs+].Br[C:8]1[CH:9]=[C:10]([C:15]2[N:16]=[N:17][N:18]([CH:20]([CH3:22])[CH3:21])[CH:19]=2)[C:11]([NH2:14])=[N:12][CH:13]=1.[Cl:23][C:24]1[CH:25]=[C:26](B(O)O)[CH:27]=[C:28]([C:30]([N:32]2[CH2:37][CH2:36][O:35][CH2:34][CH2:33]2)=[O:31])[CH:29]=1. The catalyst is O1CCOCC1.O.C1C=CC([P]([Pd]([P](C2C=CC=CC=2)(C2C=CC=CC=2)C2C=CC=CC=2)([P](C2C=CC=CC=2)(C2C=CC=CC=2)C2C=CC=CC=2)[P](C2C=CC=CC=2)(C2C=CC=CC=2)C2C=CC=CC=2)(C2C=CC=CC=2)C2C=CC=CC=2)=CC=1. The product is [NH2:14][C:11]1[N:12]=[CH:13][C:8]([C:26]2[CH:27]=[C:28]([C:30]([N:32]3[CH2:33][CH2:34][O:35][CH2:36][CH2:37]3)=[O:31])[CH:29]=[C:24]([Cl:23])[CH:25]=2)=[CH:9][C:10]=1[C:15]1[N:16]=[N:17][N:18]([CH:20]([CH3:22])[CH3:21])[CH:19]=1. The yield is 0.470. (2) The reactants are [ClH:1].O1CCN(C[CH2:9][O:10][C:11]2[CH:19]=[C:18]3[C:14]([C:15]([C:27]4[CH:32]=[C:31]([F:33])[CH:30]=[C:29]([F:34])[CH:28]=4)=[C:16]([C:21]4[CH:22]=[N:23][CH:24]=[CH:25][CH:26]=4)[C:17]3=[O:20])=[CH:13][CH:12]=2)CC1.BrC1C(=O)C2C(C=1C1C=CC=CC=1)=CC=C(O)C=2.[CH3:53][N:54]([CH3:59])[CH2:55][CH2:56]CO. No catalyst specified. The product is [ClH:1].[F:34][C:29]1[CH:28]=[C:27]([C:15]2[C:14]3[C:18](=[CH:19][C:11]([O:10][CH2:9][CH2:56][CH2:55][N:54]([CH3:59])[CH3:53])=[CH:12][CH:13]=3)[C:17](=[O:20])[C:16]=2[C:21]2[CH:22]=[N:23][CH:24]=[CH:25][CH:26]=2)[CH:32]=[C:31]([F:33])[CH:30]=1. The yield is 0.860. (3) The reactants are C([NH:5][S:6]([C:9]1[CH:14]=[CH:13][CH:12]=[C:11]([C:15]2[CH:20]=[C:19]([C:21]3[CH:26]=[C:25]([CH3:27])[CH:24]=[C:23]([C:28]4[CH:33]=[CH:32][C:31]([C:34]([F:37])([F:36])[F:35])=[CH:30][CH:29]=4)[N:22]=3)[CH:18]=[CH:17][N:16]=2)[CH:10]=1)(=[O:8])=[O:7])(C)(C)C.C(O)(C(F)(F)F)=O. No catalyst specified. The product is [CH3:27][C:25]1[CH:24]=[C:23]([C:28]2[CH:33]=[CH:32][C:31]([C:34]([F:37])([F:35])[F:36])=[CH:30][CH:29]=2)[N:22]=[C:21]([C:19]2[CH:18]=[CH:17][N:16]=[C:15]([C:11]3[CH:10]=[C:9]([S:6]([NH2:5])(=[O:8])=[O:7])[CH:14]=[CH:13][CH:12]=3)[CH:20]=2)[CH:26]=1. The yield is 0.980. (4) The reactants are C[O:2][C:3]([C:5]1[S:6][C:7]([C:33]#[C:34][C:35]([CH3:38])([CH3:37])[CH3:36])=[CH:8][C:9]=1[N:10]([C:24]([CH:26]1[CH2:31][CH2:30][CH:29]([CH3:32])[CH2:28][CH2:27]1)=[O:25])[C:11]1[CH:16]=[CH:15][C:14]([O:17][C:18]2[CH:23]=[CH:22][CH:21]=[CH:20][N:19]=2)=[CH:13][CH:12]=1)=[O:4].C1COCC1.CO.O.[OH-].[Li+]. The catalyst is O. The product is [CH3:36][C:35]([CH3:37])([CH3:38])[C:34]#[C:33][C:7]1[S:6][C:5]([C:3]([OH:4])=[O:2])=[C:9]([N:10]([C:24]([CH:26]2[CH2:27][CH2:28][CH:29]([CH3:32])[CH2:30][CH2:31]2)=[O:25])[C:11]2[CH:12]=[CH:13][C:14]([O:17][C:18]3[CH:23]=[CH:22][CH:21]=[CH:20][N:19]=3)=[CH:15][CH:16]=2)[CH:8]=1. The yield is 0.700. (5) The product is [CH2:1]([O:8][CH2:9][CH2:10][CH:11]1[CH2:16][C:15]([CH2:17][O:18][Si:30]([C:27]([CH3:29])([CH3:28])[CH3:26])([CH3:32])[CH3:31])=[CH:14][CH2:13][CH2:12]1)[C:2]1[CH:7]=[CH:6][CH:5]=[CH:4][CH:3]=1. The yield is 0.630. The reactants are [CH2:1]([O:8][CH2:9][CH2:10][CH:11]1[CH2:16][C:15]([CH2:17][OH:18])=[CH:14][CH2:13][CH2:12]1)[C:2]1[CH:7]=[CH:6][CH:5]=[CH:4][CH:3]=1.C(N(CC)CC)C.[CH3:26][C:27]([Si:30](Cl)([CH3:32])[CH3:31])([CH3:29])[CH3:28]. The catalyst is CN(C=O)C.